Dataset: Forward reaction prediction with 1.9M reactions from USPTO patents (1976-2016). Task: Predict the product of the given reaction. (1) Given the reactants [NH2:1][C:2]1[CH:3]=[C:4]([C:15]2[N:20]=[CH:19][C:18]([CH:21]=[C:22]3[S:26][C:25](=[O:27])[NH:24][C:23]3=[O:28])=[CH:17][CH:16]=2)[CH:5]=[C:6]([CH:9]2[CH2:14][CH2:13][CH2:12][CH2:11][CH2:10]2)[C:7]=1[OH:8].[C:29](OCC)(OCC)(OCC)[CH3:30], predict the reaction product. The product is: [CH:9]1([C:6]2[C:7]3[O:8][C:29]([CH3:30])=[N:1][C:2]=3[CH:3]=[C:4]([C:15]3[N:20]=[CH:19][C:18]([CH:21]=[C:22]4[S:26][C:25](=[O:27])[NH:24][C:23]4=[O:28])=[CH:17][CH:16]=3)[CH:5]=2)[CH2:10][CH2:11][CH2:12][CH2:13][CH2:14]1. (2) Given the reactants [Cl:1][C:2]1[CH:19]=[CH:18][C:5]([CH2:6][N:7]2[C:15]3[CH:14]=[C:13]([F:16])[CH:12]=[C:11]([NH2:17])[C:10]=3[CH:9]=[CH:8]2)=[CH:4][CH:3]=1.[C:20](O[C:20]([O:22][C:23]([CH3:26])([CH3:25])[CH3:24])=[O:21])([O:22][C:23]([CH3:26])([CH3:25])[CH3:24])=[O:21], predict the reaction product. The product is: [Cl:1][C:2]1[CH:19]=[CH:18][C:5]([CH2:6][N:7]2[C:15]3[C:10](=[C:11]([NH:17][C:20](=[O:21])[O:22][C:23]([CH3:26])([CH3:25])[CH3:24])[CH:12]=[C:13]([F:16])[CH:14]=3)[CH:9]=[CH:8]2)=[CH:4][CH:3]=1. (3) Given the reactants [C:1]1([C:19]2[CH:24]=[CH:23][CH:22]=[CH:21][CH:20]=2)[CH:6]=[CH:5][C:4]([C:7]([N:9]2[CH2:12][CH:11]([N:13]3[CH2:18][CH2:17][NH:16][CH2:15][CH2:14]3)[CH2:10]2)=[O:8])=[CH:3][CH:2]=1.CCN(C(C)C)C(C)C.CN(C(ON1N=N[C:44]2[CH:45]=[CH:46][CH:47]=[CH:48][C:43]1=2)=[N+](C)C)C.[F:51][P-](F)(F)(F)(F)F.CN(C)[CH:60]=[O:61], predict the reaction product. The product is: [C:1]1([C:19]2[CH:20]=[CH:21][CH:22]=[CH:23][CH:24]=2)[CH:2]=[CH:3][C:4]([C:7]([N:9]2[CH2:12][CH:11]([N:13]3[CH2:18][CH2:17][N:16]([C:60]([C:43]4[CH:44]=[CH:45][C:46]([F:51])=[CH:47][CH:48]=4)=[O:61])[CH2:15][CH2:14]3)[CH2:10]2)=[O:8])=[CH:5][CH:6]=1. (4) Given the reactants Br[C:2]1[CH:3]=[C:4]([C:11]([CH3:20])([CH3:19])[CH2:12][C:13](=[O:18])[C:14]([F:17])([F:16])[F:15])[C:5]2[O:9][CH2:8][CH2:7][C:6]=2[CH:10]=1.[N:21]1[CH:26]=[C:25](B(O)O)[CH:24]=[N:23][CH:22]=1.C(=O)([O-])[O-].[K+].[K+], predict the reaction product. The product is: [F:15][C:14]([F:17])([F:16])[C:13](=[O:18])[CH2:12][C:11]([CH3:20])([C:4]1[C:5]2[O:9][CH2:8][CH2:7][C:6]=2[CH:10]=[C:2]([C:25]2[CH:26]=[N:21][CH:22]=[N:23][CH:24]=2)[CH:3]=1)[CH3:19].